This data is from Reaction yield outcomes from USPTO patents with 853,638 reactions. The task is: Predict the reaction yield, written as a fraction of the theoretical maximum amount of product (1.0 means a 100% yield; for example, 0.34 means a 34% yield). (1) The yield is 0.560. No catalyst specified. The product is [CH:24]1([NH:28][C:19](=[O:21])[C:18]2[CH:22]=[CH:23][C:15]([O:14][CH2:13][C:3]3[C:4]([C:7]4[CH:8]=[CH:9][CH:10]=[CH:11][CH:12]=4)=[N:5][O:6][C:2]=3[CH3:1])=[N:16][CH:17]=2)[CH2:27][CH2:26][CH2:25]1. The reactants are [CH3:1][C:2]1[O:6][N:5]=[C:4]([C:7]2[CH:12]=[CH:11][CH:10]=[CH:9][CH:8]=2)[C:3]=1[CH2:13][O:14][C:15]1[CH:23]=[CH:22][C:18]([C:19]([OH:21])=O)=[CH:17][N:16]=1.[CH:24]1([NH2:28])[CH2:27][CH2:26][CH2:25]1. (2) The reactants are C([Si]([O:8][CH2:9][C:10]1[CH:15]=[C:14]([N+:16]([O-:18])=[O:17])[CH:13]=[CH:12][C:11]=1[N:19]=[C:20]=S)(C)C)(C)(C)C.[CH3:22][O:23][C:24]1[CH:25]=[CH:26][CH:27]=[C:28]2[C:33]=1[CH:32]([NH2:34])[CH2:31][CH2:30][CH2:29]2. No catalyst specified. The product is [CH3:22][O:23][C:24]1[CH:25]=[CH:26][CH:27]=[C:28]2[C:33]=1[CH:32]([NH:34][C:20]1[O:8][CH2:9][C:10]3[CH:15]=[C:14]([N+:16]([O-:18])=[O:17])[CH:13]=[CH:12][C:11]=3[N:19]=1)[CH2:31][CH2:30][CH2:29]2. The yield is 0.790. (3) The reactants are [Cl:1][C:2]1[N:7]=[C:6](Cl)[C:5]([N+:9]([O-:11])=[O:10])=[CH:4][N:3]=1.[CH:12]1([NH2:17])[CH2:16][CH2:15][CH2:14][CH2:13]1.C(N(CC)C(C)C)(C)C. The catalyst is C1COCC1. The product is [Cl:1][C:2]1[N:7]=[C:6]([NH:17][CH:12]2[CH2:16][CH2:15][CH2:14][CH2:13]2)[C:5]([N+:9]([O-:11])=[O:10])=[CH:4][N:3]=1. The yield is 0.840. (4) The reactants are [CH2:1]([O:3][C:4](=[O:17])[C:5]1[CH:6]=[C:7]([CH:11]=[CH:12][C:13]=1[O:14][CH2:15][CH3:16])[C:8]([OH:10])=O)[CH3:2].[NH:18]1[CH2:23][CH2:22][CH2:21][CH2:20][CH2:19]1.CN(C(ON1N=NC2C=CC=CC1=2)=[N+](C)C)C.F[P-](F)(F)(F)(F)F.C(N(CC)C(C)C)(C)C. The catalyst is C(#N)C. The product is [CH2:1]([O:3][C:4](=[O:17])[C:5]1[CH:6]=[C:7]([C:8]([N:18]2[CH2:23][CH2:22][CH2:21][CH2:20][CH2:19]2)=[O:10])[CH:11]=[CH:12][C:13]=1[O:14][CH2:15][CH3:16])[CH3:2]. The yield is 0.820. (5) The reactants are [F:1][C:2]1[CH:3]=[C:4]([N:9]2[CH:18]=[CH:17][C:16]3[C:11](=[C:12]([O:21]C)[CH:13]=[C:14]([O:19][CH3:20])[CH:15]=3)[C:10]2=[O:23])[CH:5]=[CH:6][C:7]=1[OH:8].C(Cl)Cl.B(Br)(Br)Br.O. The catalyst is CO. The product is [F:1][C:2]1[CH:3]=[C:4]([N:9]2[CH:18]=[CH:17][C:16]3[C:11](=[C:12]([OH:21])[CH:13]=[C:14]([O:19][CH3:20])[CH:15]=3)[C:10]2=[O:23])[CH:5]=[CH:6][C:7]=1[OH:8]. The yield is 0.763. (6) The reactants are [C:1]([O:5][C:6]([CH:8]([C:21]([O:23][C:24]([CH3:27])([CH3:26])[CH3:25])=[O:22])[C:9]1[CH:20]=[CH:19][C:12]([CH2:13][C@@H:14]([C:16]([OH:18])=[O:17])[NH2:15])=[CH:11][CH:10]=1)=[O:7])([CH3:4])([CH3:3])[CH3:2].[C:28](ON1C(=O)CCC1=O)([O:30][CH2:31][CH:32]1[C:44]2[C:39](=[CH:40][CH:41]=[CH:42][CH:43]=2)[C:38]2[C:33]1=[CH:34][CH:35]=[CH:36][CH:37]=2)=[O:29].C([O-])(O)=O.[Na+].Cl. The catalyst is O1CCOCC1.O. The product is [C:28]([NH:15][C@H:14]([C:16]([OH:18])=[O:17])[CH2:13][C:12]1[CH:19]=[CH:20][C:9]([CH:8]([C:6]([O:5][C:1]([CH3:3])([CH3:4])[CH3:2])=[O:7])[C:21]([O:23][C:24]([CH3:27])([CH3:26])[CH3:25])=[O:22])=[CH:10][CH:11]=1)([O:30][CH2:31][CH:32]1[C:33]2[C:38](=[CH:37][CH:36]=[CH:35][CH:34]=2)[C:39]2[C:44]1=[CH:43][CH:42]=[CH:41][CH:40]=2)=[O:29]. The yield is 0.507. (7) The reactants are [Cl:1][C:2]1[CH:3]=[C:4]([CH:7]=[CH:8][C:9]=1[F:10])[CH:5]=O.[CH2:11]([O:13][C:14]([C@H:16]1[C@@H:21]([NH2:22])[C@H:20]2[CH2:23][C@@H:17]1[CH2:18][CH2:19]2)=[O:15])[CH3:12].C([BH3-])#N.[Na+]. The catalyst is C(O)(=O)C.CO. The product is [CH2:11]([O:13][C:14]([C@H:16]1[C@@H:21]([NH:22][CH2:5][C:4]2[CH:7]=[CH:8][C:9]([F:10])=[C:2]([Cl:1])[CH:3]=2)[C@H:20]2[CH2:23][C@@H:17]1[CH2:18][CH2:19]2)=[O:15])[CH3:12]. The yield is 0.770.